This data is from Forward reaction prediction with 1.9M reactions from USPTO patents (1976-2016). The task is: Predict the product of the given reaction. (1) Given the reactants [CH2:1]([O:3][C:4](=[O:35])[C:5](O)=[CH:6][C:7]([C:9]1[CH:14]=[C:13]([CH:15]([CH3:17])[CH3:16])[C:12]([O:18][CH2:19][C:20]2[CH:25]=[CH:24][CH:23]=[CH:22][CH:21]=2)=[CH:11][C:10]=1[O:26][CH2:27][C:28]1[CH:33]=[CH:32][CH:31]=[CH:30][CH:29]=1)=[O:8])[CH3:2].Cl.[NH2:37]O, predict the reaction product. The product is: [CH2:1]([O:3][C:4]([C:5]1[CH:6]=[C:7]([C:9]2[CH:14]=[C:13]([CH:15]([CH3:17])[CH3:16])[C:12]([O:18][CH2:19][C:20]3[CH:25]=[CH:24][CH:23]=[CH:22][CH:21]=3)=[CH:11][C:10]=2[O:26][CH2:27][C:28]2[CH:33]=[CH:32][CH:31]=[CH:30][CH:29]=2)[O:8][N:37]=1)=[O:35])[CH3:2]. (2) Given the reactants O1CCN(C[CH2:8][NH:9][C:10](=[O:56])[CH2:11][CH2:12][S:13][CH2:14][C:15]2[CH:16]=[C:17]([CH:53]=[CH:54][CH:55]=2)[C:18]([NH:20][C:21]2[CH:26]=[CH:25][C:24]([N:27]3[CH2:32][CH2:31][CH2:30][CH2:29][CH2:28]3)=[CH:23][C:22]=2[C:33]2[CH:34]=[C:35]([CH:50]=[CH:51][N:52]=2)[C:36]([NH:38][CH2:39][C:40]2[CH:45]=[CH:44][CH:43]=[C:42]([C:46]([F:49])([F:48])[F:47])[CH:41]=2)=[O:37])=[O:19])CC1.[CH3:57][O:58][CH2:59]CN, predict the reaction product. The product is: [CH3:57][O:58][CH2:59][CH2:8][NH:9][C:10](=[O:56])[CH2:11][CH2:12][S:13][CH2:14][C:15]1[CH:16]=[C:17]([CH:53]=[CH:54][CH:55]=1)[C:18]([NH:20][C:21]1[CH:26]=[CH:25][C:24]([N:27]2[CH2:28][CH2:29][CH2:30][CH2:31][CH2:32]2)=[CH:23][C:22]=1[C:33]1[CH:34]=[C:35]([CH:50]=[CH:51][N:52]=1)[C:36]([NH:38][CH2:39][C:40]1[CH:45]=[CH:44][CH:43]=[C:42]([C:46]([F:47])([F:48])[F:49])[CH:41]=1)=[O:37])=[O:19]. (3) Given the reactants [O:1]1[CH2:5][CH2:4][N:3]2[N:6]=[C:7]([CH2:9][OH:10])[CH:8]=[C:2]12, predict the reaction product. The product is: [O:1]1[CH2:5][CH2:4][N:3]2[N:6]=[C:7]([CH:9]=[O:10])[CH:8]=[C:2]12.